Dataset: Catalyst prediction with 721,799 reactions and 888 catalyst types from USPTO. Task: Predict which catalyst facilitates the given reaction. (1) Product: [CH:2]1([N:8]2[C:10](=[O:15])[CH2:11][C:12]([CH3:14])=[N:9]2)[CH2:7][CH2:6][CH2:5][CH2:4][CH2:3]1. Reactant: Cl.[CH:2]1([NH:8][NH2:9])[CH2:7][CH2:6][CH2:5][CH2:4][CH2:3]1.[C:10](OC)(=[O:15])[CH2:11][C:12]([CH3:14])=O. The catalyst class is: 15. (2) Reactant: Br[C:2]1[CH:7]=[C:6]([F:8])[CH:5]=[C:4]([F:9])[CH:3]=1.[O:10]1[CH2:15][CH2:14][C:13](=[O:16])[CH2:12][CH2:11]1. Product: [F:9][C:4]1[CH:3]=[C:2]([C:13]2([OH:16])[CH2:14][CH2:15][O:10][CH2:11][CH2:12]2)[CH:7]=[C:6]([F:8])[CH:5]=1. The catalyst class is: 1. (3) Reactant: [O:1]=[C:2]1[CH2:7][CH2:6][N:5]([C:8]([O:10][C:11]([CH3:14])([CH3:13])[CH3:12])=[O:9])[CH2:4][CH2:3]1.[Li+].C[Si]([N-][Si](C)(C)C)(C)C.[O:25]1[CH2:29][CH2:28][CH2:27][CH:26]1[C:30](Cl)=[O:31]. Product: [O:1]=[C:2]1[CH2:3][CH2:4][N:5]([C:8]([O:10][C:11]([CH3:14])([CH3:13])[CH3:12])=[O:9])[CH2:6][CH:7]1[C:30]([CH:26]1[CH2:27][CH2:28][CH2:29][O:25]1)=[O:31]. The catalyst class is: 1.